This data is from Forward reaction prediction with 1.9M reactions from USPTO patents (1976-2016). The task is: Predict the product of the given reaction. (1) Given the reactants [CH3:1][N:2]([CH3:15])[C:3]([N:5]1[CH2:9][CH:8]2[CH2:10][CH:11]([C:13]#[N:14])[CH2:12][CH:7]2[CH2:6]1)=[O:4].[CH:16]1([CH2:22]Br)[CH2:21][CH2:20][CH2:19][CH2:18][CH2:17]1.C[Si](C)(C)[N-][Si](C)(C)C.[Li+].[Cl-].[NH4+], predict the reaction product. The product is: [CH3:1][N:2]([CH3:15])[C:3]([N:5]1[CH2:9][CH:8]2[CH2:10][C:11]([C:13]#[N:14])([CH2:22][CH:16]3[CH2:21][CH2:20][CH2:19][CH2:18][CH2:17]3)[CH2:12][CH:7]2[CH2:6]1)=[O:4]. (2) Given the reactants [Cl:1][C:2]1[CH:3]=[CH:4][C:5]([CH3:11])=[C:6]([N:8]=[C:9]=[S:10])[CH:7]=1.Cl.CN.[CH2:15]([N:17](CC)CC)C, predict the reaction product. The product is: [Cl:1][C:2]1[CH:3]=[CH:4][C:5]([CH3:11])=[C:6]([NH:8][C:9]([NH:17][CH3:15])=[S:10])[CH:7]=1. (3) Given the reactants [Cl:1][C:2]1[C:3]([OH:32])=[C:4]([S:9]([N:12]([CH2:21][C:22]2[N:27]=[C:26]([C:28]([O:30]C)=[O:29])[CH:25]=[CH:24][CH:23]=2)[CH2:13][C:14]2[CH:19]=[CH:18][C:17]([F:20])=[CH:16][CH:15]=2)(=[O:11])=[O:10])[CH:5]=[C:6]([Cl:8])[CH:7]=1.[OH-].[Na+].C1COCC1, predict the reaction product. The product is: [Cl:1][C:2]1[C:3]([OH:32])=[C:4]([S:9]([N:12]([CH2:21][C:22]2[N:27]=[C:26]([C:28]([OH:30])=[O:29])[CH:25]=[CH:24][CH:23]=2)[CH2:13][C:14]2[CH:15]=[CH:16][C:17]([F:20])=[CH:18][CH:19]=2)(=[O:10])=[O:11])[CH:5]=[C:6]([Cl:8])[CH:7]=1. (4) Given the reactants Cl.Cl.Cl.[CH3:4][CH:5]([N:7]1[CH:11]=[N:10][N:9]=[C:8]1[CH:12]([NH2:14])[CH3:13])[CH3:6].[F:15][C:16]([F:26])([F:25])[C:17]1[CH:24]=[CH:23][C:20]([CH:21]=O)=[CH:19][N:18]=1.C([O-])([O-])=O.[K+].[K+].[BH4-].[Na+], predict the reaction product. The product is: [CH3:6][CH:5]([N:7]1[CH:11]=[N:10][N:9]=[C:8]1[CH:12]([NH:14][CH2:21][C:20]1[CH:19]=[N:18][C:17]([C:16]([F:26])([F:15])[F:25])=[CH:24][CH:23]=1)[CH3:13])[CH3:4].